From a dataset of Full USPTO retrosynthesis dataset with 1.9M reactions from patents (1976-2016). Predict the reactants needed to synthesize the given product. (1) Given the product [Cl:1][C:2]1[CH:3]=[C:4]([NH:16][C:17]2[C:26]3[C:21](=[CH:22][CH:23]=[CH:24][C:25]=3[O:27][C@H:28]([CH3:33])[C:29]([N:35]([CH2:36][CH2:37][OH:38])[CH3:34])=[O:30])[N:20]=[CH:19][N:18]=2)[CH:5]=[CH:6][C:7]=1[O:8][CH2:9][C:10]1[CH:15]=[CH:14][CH:13]=[CH:12][N:11]=1, predict the reactants needed to synthesize it. The reactants are: [Cl:1][C:2]1[CH:3]=[C:4]([NH:16][C:17]2[C:26]3[C:21](=[CH:22][CH:23]=[CH:24][C:25]=3[O:27][C@H:28]([CH3:33])[C:29](OC)=[O:30])[N:20]=[CH:19][N:18]=2)[CH:5]=[CH:6][C:7]=1[O:8][CH2:9][C:10]1[CH:15]=[CH:14][CH:13]=[CH:12][N:11]=1.[CH3:34][NH:35][CH2:36][CH2:37][OH:38]. (2) Given the product [CH3:1][O:2][C:3]1[CH:9]=[CH:8][C:6]([NH:7][C:17]([C:16]2[CH:15]=[C:14]([S:11]([Cl:10])(=[O:13])=[O:12])[CH:22]=[CH:21][CH:20]=2)=[O:18])=[CH:5][CH:4]=1, predict the reactants needed to synthesize it. The reactants are: [CH3:1][O:2][C:3]1[CH:9]=[CH:8][C:6]([NH2:7])=[CH:5][CH:4]=1.[Cl:10][S:11]([C:14]1[CH:15]=[C:16]([CH:20]=[CH:21][CH:22]=1)[C:17](Cl)=[O:18])(=[O:13])=[O:12]. (3) Given the product [Br:1][C:2]1[N:7]=[C:6]([NH:8][CH2:9][CH:10]2[CH2:15][CH2:14][O:13][CH2:12][CH2:11]2)[CH:5]=[CH:4][C:3]=1[Cl:16], predict the reactants needed to synthesize it. The reactants are: [Br:1][C:2]1[N:7]=[C:6]([NH:8][CH2:9][CH:10]2[CH2:15][CH2:14][O:13][CH2:12][CH2:11]2)[CH:5]=[CH:4][CH:3]=1.[Cl:16]N1C(=O)CCC1=O. (4) Given the product [CH3:5][O:6][C:7]([C@H:9]1[CH2:13][C@@H:12]([N:1]=[N+:2]=[N-:3])[CH2:11][N:10]1[C:15]([O:17][C:18]([CH3:21])([CH3:20])[CH3:19])=[O:16])=[O:8], predict the reactants needed to synthesize it. The reactants are: [N-:1]=[N+:2]=[N-:3].[Na+].[CH3:5][O:6][C:7]([C@H:9]1[CH2:13][C@H:12](Br)[CH2:11][N:10]1[C:15]([O:17][C:18]([CH3:21])([CH3:20])[CH3:19])=[O:16])=[O:8]. (5) Given the product [Cl:1][C:2]1[CH:3]=[CH:4][C:5]([C:8]2[CH:9]=[C:10]([CH3:19])[C:11]3[N:12]([C:14]([C:17]#[C:18][C:21]4[CH:22]=[C:23]([S:27]([NH2:30])(=[O:29])=[O:28])[CH:24]=[N:25][CH:26]=4)=[CH:15][N:16]=3)[CH:13]=2)=[CH:6][CH:7]=1, predict the reactants needed to synthesize it. The reactants are: [Cl:1][C:2]1[CH:7]=[CH:6][C:5]([C:8]2[CH:9]=[C:10]([CH3:19])[C:11]3[N:12]([C:14]([C:17]#[CH:18])=[CH:15][N:16]=3)[CH:13]=2)=[CH:4][CH:3]=1.Br[C:21]1[CH:22]=[C:23]([S:27]([NH2:30])(=[O:29])=[O:28])[CH:24]=[N:25][CH:26]=1. (6) Given the product [CH2:1]([O:3][C:4](=[O:29])[CH2:5][CH2:6][C:7]1[N:8]([C:19]2[CH:24]=[CH:23][C:22]([C:25](=[O:27])[NH2:26])=[CH:21][C:20]=2[CH3:28])[C:9]([C:12]2[CH:13]=[CH:14][C:15]([N:18]3[CH:50]=[CH:49][N:48]=[N:47]3)=[CH:16][CH:17]=2)=[CH:10][CH:11]=1)[CH3:2], predict the reactants needed to synthesize it. The reactants are: [CH2:1]([O:3][C:4](=[O:29])[CH2:5][CH2:6][C:7]1[N:8]([C:19]2[CH:24]=[CH:23][C:22]([C:25](=[O:27])[NH2:26])=[CH:21][C:20]=2[CH3:28])[C:9]([C:12]2[CH:17]=[CH:16][C:15]([NH2:18])=[CH:14][CH:13]=2)=[CH:10][CH:11]=1)[CH3:2].C(N(CC)CC)C.S([NH:47][N:48]=[CH:49][CH:50](Cl)Cl)(C1C=CC(C)=CC=1)(=O)=O. (7) The reactants are: [C:1]([O-:4])(=[O:3])[CH3:2].[Na+].[CH2:6]([O:8][C:9]([C:11](=[CH:16][C:17]1[CH:21]=[C:20]([CH3:22])[S:19][CH:18]=1)[CH2:12][C:13](O)=O)=[O:10])[CH3:7]. Given the product [C:1]([O:4][C:13]1[C:18]2[S:19][C:20]([CH3:22])=[CH:21][C:17]=2[CH:16]=[C:11]([C:9]([O:8][CH2:6][CH3:7])=[O:10])[CH:12]=1)(=[O:3])[CH3:2], predict the reactants needed to synthesize it. (8) Given the product [Br:1][C:2]1[CH:7]=[CH:6][C:5]([S:8]([N:21]([CH2:20][CH2:19][N:18]([CH3:24])[CH3:17])[CH2:22][CH3:23])(=[O:10])=[O:9])=[C:4]([O:12][C:13]([F:16])([F:15])[F:14])[CH:3]=1, predict the reactants needed to synthesize it. The reactants are: [Br:1][C:2]1[CH:7]=[CH:6][C:5]([S:8](Cl)(=[O:10])=[O:9])=[C:4]([O:12][C:13]([F:16])([F:15])[F:14])[CH:3]=1.[CH3:17][N:18]([CH3:24])[CH2:19][CH2:20][NH:21][CH2:22][CH3:23]. (9) Given the product [CH:11]1([NH:17][C:2]2[CH:3]=[N:4][C:5]3[N:6]([CH:8]=[CH:9][N:10]=3)[CH:7]=2)[CH2:16][CH2:15][CH2:14][CH2:13][CH2:12]1, predict the reactants needed to synthesize it. The reactants are: Br[C:2]1[CH:3]=[N:4][C:5]2[N:6]([CH:8]=[CH:9][N:10]=2)[CH:7]=1.[CH:11]1([NH2:17])[CH2:16][CH2:15][CH2:14][CH2:13][CH2:12]1.C(=O)([O-])[O-].[K+].[K+]. (10) Given the product [Cl:1][C:2]1[CH:3]=[CH:4][C:5]2[N:6]([CH:10]=[CH:11][N:8]=2)[N:7]=1, predict the reactants needed to synthesize it. The reactants are: [Cl:1][C:2]1[N:7]=[N:6][C:5]([NH2:8])=[CH:4][CH:3]=1.Cl[CH2:10][CH:11]=O.CCOC(C)=O.